From a dataset of Full USPTO retrosynthesis dataset with 1.9M reactions from patents (1976-2016). Predict the reactants needed to synthesize the given product. (1) Given the product [CH2:1]([O:3][C:4]([C:6]1[C:7]([O:25][C:26](=[O:28])[CH3:27])=[C:8]2[C:14]([Br:15])=[C:13]([Br:16])[N:12]([CH2:17][C:18]3[CH:23]=[CH:22][C:21]([F:24])=[CH:20][CH:19]=3)[C:9]2=[CH:10][N:11]=1)=[O:5])[CH3:2], predict the reactants needed to synthesize it. The reactants are: [CH2:1]([O:3][C:4]([C:6]1[C:7]([OH:25])=[C:8]2[C:14]([Br:15])=[C:13]([Br:16])[N:12]([CH2:17][C:18]3[CH:23]=[CH:22][C:21]([F:24])=[CH:20][CH:19]=3)[C:9]2=[CH:10][N:11]=1)=[O:5])[CH3:2].[C:26](OC(=O)C)(=[O:28])[CH3:27]. (2) Given the product [CH3:24][O:23][C:17]1[CH:16]=[C:15]2[C:20](=[CH:19][C:18]=1[O:21][CH3:22])[C:11]1=[C:10]([C:27]3[O:28][C:33]([CH3:34])=[CH:32][N:29]=3)[C:9]([C:5]3[CH:6]=[C:7]([CH3:8])[C:2]([OH:1])=[C:3]([CH3:30])[CH:4]=3)=[C:25]([CH3:26])[N:12]1[CH2:13][CH2:14]2, predict the reactants needed to synthesize it. The reactants are: [OH:1][C:2]1[C:7]([CH3:8])=[CH:6][C:5]([C:9]2[C:10]([C:27]([NH2:29])=[O:28])=[C:11]3[C:20]4[C:15](=[CH:16][C:17]([O:23][CH3:24])=[C:18]([O:21][CH3:22])[CH:19]=4)[CH2:14][CH2:13][N:12]3[C:25]=2[CH3:26])=[CH:4][C:3]=1[CH3:30].Cl[CH2:32][C:33](=O)[CH3:34].C1(C)C=CC=CC=1.